From a dataset of Reaction yield outcomes from USPTO patents with 853,638 reactions. Predict the reaction yield, written as a fraction of the theoretical maximum amount of product (1.0 means a 100% yield; for example, 0.34 means a 34% yield). (1) The reactants are [CH3:1][N:2]([CH3:16])[C:3]([N:5]1[CH2:9][CH:8]2[CH2:10][C:11]([N+:14]#[C-])([CH3:13])[CH2:12][CH:7]2[CH2:6]1)=[O:4].Cl. The catalyst is C(O)C. The product is [CH3:16][N:2]([CH3:1])[C:3]([N:5]1[CH2:9][CH:8]2[CH2:10][C:11]([NH2:14])([CH3:13])[CH2:12][CH:7]2[CH2:6]1)=[O:4]. The yield is 0.757. (2) The reactants are [CH:1]([C:4]1[CH:9]=[CH:8][C:7]([C:10]([C:15]2[CH:20]=[CH:19][CH:18]=[CH:17][C:16]=2OC)(O)[CH:11]([CH3:13])[CH3:12])=[CH:6][CH:5]=1)([CH3:3])[CH3:2].Br.C(O)(=O)C.[OH2:28]. No catalyst specified. The product is [CH:1]([C:4]1[CH:9]=[CH:8][C:7]([CH:10]2[C:15]3[CH:16]=[CH:17][CH:18]=[CH:19][C:20]=3[O:28][C:11]2([CH3:13])[CH3:12])=[CH:6][CH:5]=1)([CH3:3])[CH3:2]. The yield is 0.890.